This data is from Peptide-MHC class I binding affinity with 185,985 pairs from IEDB/IMGT. The task is: Regression. Given a peptide amino acid sequence and an MHC pseudo amino acid sequence, predict their binding affinity value. This is MHC class I binding data. (1) The peptide sequence is ISLICGHSY. The MHC is HLA-B27:05 with pseudo-sequence HLA-B27:05. The binding affinity (normalized) is 0.0847. (2) The peptide sequence is GFKRGIFIF. The MHC is HLA-A24:03 with pseudo-sequence HLA-A24:03. The binding affinity (normalized) is 1.00.